Dataset: NCI-60 drug combinations with 297,098 pairs across 59 cell lines. Task: Regression. Given two drug SMILES strings and cell line genomic features, predict the synergy score measuring deviation from expected non-interaction effect. (1) Drug 1: CCCS(=O)(=O)NC1=C(C(=C(C=C1)F)C(=O)C2=CNC3=C2C=C(C=N3)C4=CC=C(C=C4)Cl)F. Drug 2: CC1=C2C(C(=O)C3(C(CC4C(C3C(C(C2(C)C)(CC1OC(=O)C(C(C5=CC=CC=C5)NC(=O)OC(C)(C)C)O)O)OC(=O)C6=CC=CC=C6)(CO4)OC(=O)C)OC)C)OC. Cell line: EKVX. Synergy scores: CSS=53.6, Synergy_ZIP=15.4, Synergy_Bliss=16.9, Synergy_Loewe=-33.1, Synergy_HSA=15.4. (2) Drug 1: C1CN(P(=O)(OC1)NCCCl)CCCl. Drug 2: C1C(C(OC1N2C=NC(=NC2=O)N)CO)O. Cell line: CAKI-1. Synergy scores: CSS=-4.10, Synergy_ZIP=4.82, Synergy_Bliss=4.04, Synergy_Loewe=-6.20, Synergy_HSA=-6.90. (3) Drug 1: CC1C(C(CC(O1)OC2CC(OC(C2O)C)OC3=CC4=CC5=C(C(=O)C(C(C5)C(C(=O)C(C(C)O)O)OC)OC6CC(C(C(O6)C)O)OC7CC(C(C(O7)C)O)OC8CC(C(C(O8)C)O)(C)O)C(=C4C(=C3C)O)O)O)O. Drug 2: CCC1(CC2CC(C3=C(CCN(C2)C1)C4=CC=CC=C4N3)(C5=C(C=C6C(=C5)C78CCN9C7C(C=CC9)(C(C(C8N6C)(C(=O)OC)O)OC(=O)C)CC)OC)C(=O)OC)O.OS(=O)(=O)O. Cell line: CAKI-1. Synergy scores: CSS=16.7, Synergy_ZIP=3.27, Synergy_Bliss=5.18, Synergy_Loewe=2.40, Synergy_HSA=3.70. (4) Drug 1: C1CC(C1)(C(=O)O)C(=O)O.[NH2-].[NH2-].[Pt+2]. Drug 2: C(CC(=O)O)C(=O)CN.Cl. Cell line: T-47D. Synergy scores: CSS=4.95, Synergy_ZIP=-1.91, Synergy_Bliss=-1.13, Synergy_Loewe=-0.863, Synergy_HSA=-1.24. (5) Drug 1: C1=NC2=C(N=C(N=C2N1C3C(C(C(O3)CO)O)O)F)N. Drug 2: C1C(C(OC1N2C=NC(=NC2=O)N)CO)O. Cell line: OVCAR-5. Synergy scores: CSS=6.53, Synergy_ZIP=-3.62, Synergy_Bliss=-2.14, Synergy_Loewe=-6.64, Synergy_HSA=-1.58. (6) Drug 1: CC1=C2C(C(=O)C3(C(CC4C(C3C(C(C2(C)C)(CC1OC(=O)C(C(C5=CC=CC=C5)NC(=O)OC(C)(C)C)O)O)OC(=O)C6=CC=CC=C6)(CO4)OC(=O)C)O)C)O. Drug 2: CN1C2=C(C=C(C=C2)N(CCCl)CCCl)N=C1CCCC(=O)O.Cl. Cell line: MCF7. Synergy scores: CSS=3.47, Synergy_ZIP=-0.568, Synergy_Bliss=2.39, Synergy_Loewe=-0.739, Synergy_HSA=1.02. (7) Drug 1: CC1OCC2C(O1)C(C(C(O2)OC3C4COC(=O)C4C(C5=CC6=C(C=C35)OCO6)C7=CC(=C(C(=C7)OC)O)OC)O)O. Drug 2: C1CC(C1)(C(=O)O)C(=O)O.[NH2-].[NH2-].[Pt+2]. Cell line: OVCAR3. Synergy scores: CSS=71.0, Synergy_ZIP=-5.42, Synergy_Bliss=-0.752, Synergy_Loewe=-2.92, Synergy_HSA=0.176.